This data is from NCI-60 drug combinations with 297,098 pairs across 59 cell lines. The task is: Regression. Given two drug SMILES strings and cell line genomic features, predict the synergy score measuring deviation from expected non-interaction effect. (1) Drug 1: C1CC2CC3=C(CC1C24CN(S(=O)(=O)N4)CC(F)(F)F)C=CC(=C3)C=CCN5CCC(CC5)C(F)(F)F. Drug 2: C1CC(CNC1)C2=CC=C(C=C2)N3C=C4C=CC=C(C4=N3)C(=O)N. Cell line: HCT116. Synergy scores: CSS=55.3, Synergy_ZIP=1.67, Synergy_Bliss=0.600, Synergy_Loewe=-0.683, Synergy_HSA=4.33. (2) Drug 1: CCCCCOC(=O)NC1=NC(=O)N(C=C1F)C2C(C(C(O2)C)O)O. Drug 2: CN(CCCl)CCCl.Cl. Cell line: BT-549. Synergy scores: CSS=21.2, Synergy_ZIP=-7.53, Synergy_Bliss=-4.85, Synergy_Loewe=-16.9, Synergy_HSA=-1.78. (3) Drug 1: C1C(C(OC1N2C=NC3=C(N=C(N=C32)Cl)N)CO)O. Drug 2: COC1=NC(=NC2=C1N=CN2C3C(C(C(O3)CO)O)O)N. Cell line: HOP-92. Synergy scores: CSS=25.9, Synergy_ZIP=-6.42, Synergy_Bliss=0.715, Synergy_Loewe=-22.3, Synergy_HSA=0.0464. (4) Drug 1: C1C(C(OC1N2C=C(C(=O)NC2=O)F)CO)O. Drug 2: C1CCC(C(C1)N)N.C(=O)(C(=O)[O-])[O-].[Pt+4]. Cell line: HCT116. Synergy scores: CSS=60.5, Synergy_ZIP=0.764, Synergy_Bliss=0.290, Synergy_Loewe=-4.48, Synergy_HSA=5.23. (5) Drug 1: CNC(=O)C1=CC=CC=C1SC2=CC3=C(C=C2)C(=NN3)C=CC4=CC=CC=N4. Drug 2: CC12CCC3C(C1CCC2O)C(CC4=C3C=CC(=C4)O)CCCCCCCCCS(=O)CCCC(C(F)(F)F)(F)F. Cell line: CCRF-CEM. Synergy scores: CSS=0.307, Synergy_ZIP=-4.35, Synergy_Bliss=-8.75, Synergy_Loewe=-10.6, Synergy_HSA=-7.83.